This data is from Catalyst prediction with 721,799 reactions and 888 catalyst types from USPTO. The task is: Predict which catalyst facilitates the given reaction. (1) Reactant: [CH3:1][CH2:2][C:3]([N:5]([C:20]1[CH:25]=[CH:24][CH:23]=[CH:22][CH:21]=1)[CH:6]1[CH2:11][CH2:10][N:9]([CH2:12][CH2:13][C:14]2[CH:19]=[CH:18][CH:17]=[CH:16][CH:15]=2)[CH2:8][CH2:7]1)=[O:4].C(C(O)(C(O)=O)CC(O)=O)C(O)=O. Product: [CH3:1][CH2:2][C:3]([N:5]([CH:6]1[CH2:7][CH2:8][N:9]([CH2:12][CH2:13][C:14]2[CH:15]=[CH:16][CH:17]=[CH:18][CH:19]=2)[CH2:10][CH2:11]1)[C:20]1[CH:25]=[CH:24][CH:23]=[CH:22][CH:21]=1)=[O:4]. The catalyst class is: 389. (2) Reactant: [BH4-].[Na+].[CH3:3][O:4][C:5](=[O:32])[CH2:6][C@H:7]1[C:11]2[CH:12]=[CH:13][C:14]([O:16][C@H:17]3[C:25]4[C:20](=[C:21]([CH:30]=[O:31])[C:22]([C:26]([F:29])([F:28])[F:27])=[CH:23][CH:24]=4)[CH2:19][CH2:18]3)=[CH:15][C:10]=2[O:9][CH2:8]1.Cl. Product: [CH3:3][O:4][C:5](=[O:32])[CH2:6][C@H:7]1[C:11]2[CH:12]=[CH:13][C:14]([O:16][C@H:17]3[C:25]4[C:20](=[C:21]([CH2:30][OH:31])[C:22]([C:26]([F:27])([F:28])[F:29])=[CH:23][CH:24]=4)[CH2:19][CH2:18]3)=[CH:15][C:10]=2[O:9][CH2:8]1. The catalyst class is: 30. (3) Reactant: [C:1]([NH2:9])(=[S:8])[C:2]1[CH:7]=[CH:6][CH:5]=[CH:4][CH:3]=1.[Cl:10][CH2:11][C:12]([CH2:14]Cl)=O. Product: [Cl:10][CH2:11][C:12]1[N:9]=[C:1]([C:2]2[CH:7]=[CH:6][CH:5]=[CH:4][CH:3]=2)[S:8][CH:14]=1. The catalyst class is: 21. (4) Reactant: [CH3:1][O:2][C:3]1[C:8]([O:9][CH2:10][CH2:11][O:12][CH3:13])=[CH:7][CH:6]=[CH:5][C:4]=1[CH2:14][C:15]#[N:16].[C:17](OCC)(=[O:19])[CH3:18]. Product: [CH3:1][O:2][C:3]1[C:8]([O:9][CH2:10][CH2:11][O:12][CH3:13])=[CH:7][CH:6]=[CH:5][C:4]=1[CH:14]([C:17](=[O:19])[CH3:18])[C:15]#[N:16]. The catalyst class is: 7.